Predict which catalyst facilitates the given reaction. From a dataset of Catalyst prediction with 721,799 reactions and 888 catalyst types from USPTO. (1) Reactant: [CH:1]1([C:4]2[NH:8][N:7]=[C:6]([NH:9][C:10]3[C:15]([NH2:16])=[CH:14][CH:13]=[C:12]([NH:17][C@H:18]([C:20]4[CH:25]=[CH:24][C:23]([F:26])=[CH:22][CH:21]=4)[CH3:19])[N:11]=3)[CH:5]=2)[CH2:3][CH2:2]1.[C:27](O)(=O)C.C(N)=N.C([O-])(O)=O.[Na+].CCOC(C)=O. Product: [CH:1]1([C:4]2[NH:8][N:7]=[C:6]([N:9]3[C:10]4=[N:11][C:12]([NH:17][C@H:18]([C:20]5[CH:21]=[CH:22][C:23]([F:26])=[CH:24][CH:25]=5)[CH3:19])=[CH:13][CH:14]=[C:15]4[N:16]=[CH:27]3)[CH:5]=2)[CH2:3][CH2:2]1. The catalyst class is: 14. (2) Reactant: Cl.[Cl:2][C:3]1[C:8]([F:9])=[CH:7][C:6]([C:10]2[CH:11]=[C:12]([CH:17]=[CH:18][N:19]=2)[C:13]([O:15][CH3:16])=[O:14])=[CH:5][C:4]=1[F:20]. Product: [ClH:2].[Cl:2][C:3]1[C:4]([F:20])=[CH:5][C:6]([CH:10]2[CH2:11][CH:12]([C:13]([O:15][CH3:16])=[O:14])[CH2:17][CH2:18][NH:19]2)=[CH:7][C:8]=1[F:9]. The catalyst class is: 603. (3) Reactant: C(OC([N:8]1[C:13]2[CH:14]=[CH:15][CH:16]=[CH:17][C:12]=2[O:11][CH2:10][C@H:9]1[CH:18]1[CH2:23][CH2:22][CH2:21][CH2:20][CH2:19]1)=O)(C)(C)C.Cl. Product: [CH:18]1([C@H:9]2[NH:8][C:13]3[CH:14]=[CH:15][CH:16]=[CH:17][C:12]=3[O:11][CH2:10]2)[CH2:19][CH2:20][CH2:21][CH2:22][CH2:23]1. The catalyst class is: 8. (4) Reactant: [NH2:1][C:2]1[N:7]=[C:6]([C:8]2[CH:15]=[CH:14][C:11]([C:12]#[N:13])=[C:10](F)[CH:9]=2)[CH:5]=[C:4]([N:17]2[CH2:22][CH2:21][CH2:20][C@@H:19]([N:23]3[CH2:27][CH2:26][O:25][C:24]3=O)[CH2:18]2)[N:3]=1.[OH2:29].[NH2:30][NH2:31]. Product: [NH2:1][C:2]1[N:3]=[C:4]([N:17]2[CH2:22][CH2:21][CH2:20][C@@H:19]([N:23]3[CH2:27][CH2:26][O:29][C:24]3=[O:25])[CH2:18]2)[CH:5]=[C:6]([C:8]2[CH:9]=[C:10]3[C:11]([C:12]([NH2:13])=[N:30][NH:31]3)=[CH:14][CH:15]=2)[N:7]=1. The catalyst class is: 8. (5) Reactant: O[CH2:2][C:3]([CH3:14])([CH3:13])[CH2:4][NH:5][C:6](=[O:12])[O:7][C:8]([CH3:11])([CH3:10])[CH3:9].C(N(CC)CC)C.[CH3:22][S:23](Cl)(=O)=O.C(=O)(O)[O-].[Na+]. Product: [CH3:13][C:3]([CH3:14])([CH2:2][S:23][CH3:22])[CH2:4][NH:5][C:6](=[O:12])[O:7][C:8]([CH3:11])([CH3:10])[CH3:9]. The catalyst class is: 7. (6) Reactant: [CH:1]([CH:3]1[CH2:8][CH2:7][N:6]([C:9]([O:11][CH2:12][C:13]2[CH:18]=[CH:17][CH:16]=[CH:15][CH:14]=2)=[O:10])[CH2:5][CH2:4]1)=O.[CH3:19][C:20](=[O:23])[CH:21]=[CH2:22].[OH-].[K+]. Product: [O:23]=[C:20]1[CH2:21][CH2:22][C:3]2([CH2:8][CH2:7][N:6]([C:9]([O:11][CH2:12][C:13]3[CH:18]=[CH:17][CH:16]=[CH:15][CH:14]=3)=[O:10])[CH2:5][CH2:4]2)[CH:1]=[CH:19]1. The catalyst class is: 24. (7) Reactant: [CH:1]1([CH2:4][CH2:5][N:6]2[C:11]3[N:12]=[CH:13][CH:14]=[CH:15][C:10]=3[C:9](=[O:16])O[C:7]2=[O:17])[CH2:3][CH2:2]1.C([C:20](CC)(C([O-])=O)[C:21]([O-])=[O:22])C.N12CCCN=C1CCCCC2.[NH2:40][CH2:41][C:42]([OH:44])=[O:43].[OH-].[Na+]. Product: [CH:1]1([CH2:4][CH2:5][N:6]2[C:11]3[C:10](=[CH:15][CH:14]=[CH:13][N:12]=3)[C:9]([OH:16])=[C:20]([C:21]([NH:40][CH2:41][C:42]([OH:44])=[O:43])=[O:22])[C:7]2=[O:17])[CH2:2][CH2:3]1. The catalyst class is: 127. (8) Reactant: [CH3:1][C:2]1[C:7]([Br:8])=[CH:6][CH:5]=[CH:4][C:3]=1[N:9]1[C:13](=[O:14])[NH:12][N:11]=[N:10]1.[C:15](=O)([O-])[O-].[K+].[K+].COS(=O)(=O)OC.O.C(=O)(O)[O-].[Na+]. Product: [CH3:1][C:2]1[C:7]([Br:8])=[CH:6][CH:5]=[CH:4][C:3]=1[N:9]1[C:13](=[O:14])[N:12]([CH3:15])[N:11]=[N:10]1. The catalyst class is: 9.